Predict the product of the given reaction. From a dataset of Forward reaction prediction with 1.9M reactions from USPTO patents (1976-2016). Given the reactants N.CO.[Br:4][C:5]1[CH:6]=[CH:7][C:8]([NH:11][C:12](=[O:17])[O:13][CH2:14][CH2:15]Cl)=[N:9][CH:10]=1, predict the reaction product. The product is: [Br:4][C:5]1[CH:6]=[CH:7][C:8]([N:11]2[CH2:15][CH2:14][O:13][C:12]2=[O:17])=[N:9][CH:10]=1.